Dataset: Peptide-MHC class II binding affinity with 134,281 pairs from IEDB. Task: Regression. Given a peptide amino acid sequence and an MHC pseudo amino acid sequence, predict their binding affinity value. This is MHC class II binding data. (1) The peptide sequence is AAGAATTAAGAASGA. The MHC is DRB1_0401 with pseudo-sequence DRB1_0401. The binding affinity (normalized) is 0.333. (2) The peptide sequence is QGQWRGAAGTAAQAA. The MHC is DRB1_0802 with pseudo-sequence DRB1_0802. The binding affinity (normalized) is 0.695. (3) The binding affinity (normalized) is 0.209. The peptide sequence is PCVFIKRVSNVIIHG. The MHC is HLA-DQA10101-DQB10501 with pseudo-sequence HLA-DQA10101-DQB10501. (4) The peptide sequence is IHSLRRLYPSVFEKH. The MHC is DRB1_0802 with pseudo-sequence DRB1_0802. The binding affinity (normalized) is 0.545. (5) The MHC is HLA-DPA10201-DPB10501 with pseudo-sequence HLA-DPA10201-DPB10501. The binding affinity (normalized) is 0.394. The peptide sequence is NNKYAASSYLSLTPE. (6) The peptide sequence is FKSGRGCGSCFEIKC. The MHC is HLA-DQA10102-DQB10602 with pseudo-sequence HLA-DQA10102-DQB10602. The binding affinity (normalized) is 0.124. (7) The peptide sequence is DLGRNEVVNDVSTFS. The MHC is HLA-DPA10103-DPB10201 with pseudo-sequence HLA-DPA10103-DPB10201. The binding affinity (normalized) is 0.146.